From a dataset of NCI-60 drug combinations with 297,098 pairs across 59 cell lines. Regression. Given two drug SMILES strings and cell line genomic features, predict the synergy score measuring deviation from expected non-interaction effect. (1) Drug 1: C1=CN(C(=O)N=C1N)C2C(C(C(O2)CO)O)O.Cl. Drug 2: CC12CCC3C(C1CCC2OP(=O)(O)O)CCC4=C3C=CC(=C4)OC(=O)N(CCCl)CCCl.[Na+]. Cell line: PC-3. Synergy scores: CSS=11.9, Synergy_ZIP=-4.50, Synergy_Bliss=1.40, Synergy_Loewe=-2.63, Synergy_HSA=1.79. (2) Drug 1: CC1=C(C(CCC1)(C)C)C=CC(=CC=CC(=CC(=O)O)C)C. Drug 2: C(=O)(N)NO. Cell line: SK-MEL-5. Synergy scores: CSS=-4.06, Synergy_ZIP=5.99, Synergy_Bliss=7.96, Synergy_Loewe=-1.04, Synergy_HSA=0.765. (3) Drug 1: CC(C)NC(=O)C1=CC=C(C=C1)CNNC.Cl. Drug 2: CC1C(C(CC(O1)OC2CC(CC3=C2C(=C4C(=C3O)C(=O)C5=C(C4=O)C(=CC=C5)OC)O)(C(=O)CO)O)N)O.Cl. Cell line: HL-60(TB). Synergy scores: CSS=40.8, Synergy_ZIP=-1.06, Synergy_Bliss=-3.31, Synergy_Loewe=-23.5, Synergy_HSA=-3.13. (4) Drug 1: C1CCC(CC1)NC(=O)N(CCCl)N=O. Drug 2: CS(=O)(=O)CCNCC1=CC=C(O1)C2=CC3=C(C=C2)N=CN=C3NC4=CC(=C(C=C4)OCC5=CC(=CC=C5)F)Cl. Cell line: NCI/ADR-RES. Synergy scores: CSS=24.6, Synergy_ZIP=-4.07, Synergy_Bliss=5.72, Synergy_Loewe=1.11, Synergy_HSA=5.57. (5) Drug 1: C(CC(=O)O)C(=O)CN.Cl. Drug 2: C1CC(=O)NC(=O)C1N2C(=O)C3=CC=CC=C3C2=O. Cell line: UACC62. Synergy scores: CSS=1.02, Synergy_ZIP=-0.395, Synergy_Bliss=0.760, Synergy_Loewe=-0.189, Synergy_HSA=-0.675. (6) Synergy scores: CSS=8.64, Synergy_ZIP=-2.53, Synergy_Bliss=-1.33, Synergy_Loewe=2.70, Synergy_HSA=0.395. Drug 1: CS(=O)(=O)OCCCCOS(=O)(=O)C. Drug 2: COCCOC1=C(C=C2C(=C1)C(=NC=N2)NC3=CC=CC(=C3)C#C)OCCOC.Cl. Cell line: SK-MEL-5.